From a dataset of Forward reaction prediction with 1.9M reactions from USPTO patents (1976-2016). Predict the product of the given reaction. (1) Given the reactants O1C2C=CC=CC=2OB1.[Br:10][C:11]1[C:12]([N:27]2[CH2:32][CH2:31][C:30](=[C:33]([CH3:35])[CH3:34])[CH2:29][CH2:28]2)=[C:13]([C:19](=[O:26])[C:20]([O:22][CH:23]([CH3:25])[CH3:24])=[O:21])[C:14]([CH3:18])=[N:15][C:16]=1[CH3:17].CB1N2CCC[C@@H]2C(C2C=CC=CC=2)(C2C=CC=CC=2)O1, predict the reaction product. The product is: [Br:10][C:11]1[C:12]([N:27]2[CH2:32][CH2:31][C:30](=[C:33]([CH3:35])[CH3:34])[CH2:29][CH2:28]2)=[C:13]([C@H:19]([OH:26])[C:20]([O:22][CH:23]([CH3:25])[CH3:24])=[O:21])[C:14]([CH3:18])=[N:15][C:16]=1[CH3:17]. (2) Given the reactants [I:1][CH3:2].[F:3][C:4]1[CH:5]=[C:6]([NH:16][C:17]([NH2:19])=[S:18])[CH:7]=[CH:8][C:9]=1[N:10]1[CH:14]=[N:13][C:12]([CH3:15])=[N:11]1, predict the reaction product. The product is: [IH:1].[F:3][C:4]1[CH:5]=[C:6]([NH:16][C:17]([S:18][CH3:2])=[NH:19])[CH:7]=[CH:8][C:9]=1[N:10]1[CH:14]=[N:13][C:12]([CH3:15])=[N:11]1.